From a dataset of Full USPTO retrosynthesis dataset with 1.9M reactions from patents (1976-2016). Predict the reactants needed to synthesize the given product. (1) Given the product [CH3:1][C@H:2]1[N:7]2[C:8]3[C:9]([O:15][C:16]([F:19])([F:17])[F:18])=[CH:10][CH:11]=[CH:12][C:13]=3[CH:14]=[C:6]2[CH2:5][NH:4][CH2:3]1, predict the reactants needed to synthesize it. The reactants are: [CH3:1][C@H:2]1[N:7]2[C:8]3[C:9]([O:15][C:16]([F:19])([F:18])[F:17])=[CH:10][CH:11]=[CH:12][C:13]=3[CH:14]=[C:6]2[C:5](=O)[NH:4][CH2:3]1.[H-].[Al+3].[Li+].[H-].[H-].[H-].C(C(C(C([O-])=O)O)O)([O-])=O.[K+].[Na+]. (2) Given the product [CH2:8]([O:10][C:11]([C:13]1[CH:14]=[N:15][N:16]([C:19]([CH3:22])([CH3:21])[CH3:20])[C:17]=1[Cl:23])=[O:12])[CH3:9], predict the reactants needed to synthesize it. The reactants are: N(OC(C)(C)C)=O.[CH2:8]([O:10][C:11]([C:13]1[CH:14]=[N:15][N:16]([C:19]([CH3:22])([CH3:21])[CH3:20])[C:17]=1N)=[O:12])[CH3:9].[ClH:23]. (3) Given the product [C:11]([C:13]([C:16]1[CH:17]=[C:18]([CH:30]=[CH:31][CH:32]=1)[C:19]([NH:21][C:22]1[CH:27]=[C:26]([O:28][C:2]2[CH:7]=[CH:6][C:5]([N+:8]([O-:10])=[O:9])=[CH:4][N:3]=2)[CH:25]=[CH:24][C:23]=1[CH3:29])=[O:20])([CH3:15])[CH3:14])#[N:12], predict the reactants needed to synthesize it. The reactants are: Cl[C:2]1[CH:7]=[CH:6][C:5]([N+:8]([O-:10])=[O:9])=[CH:4][N:3]=1.[C:11]([C:13]([C:16]1[CH:17]=[C:18]([CH:30]=[CH:31][CH:32]=1)[C:19]([NH:21][C:22]1[CH:27]=[C:26]([OH:28])[CH:25]=[CH:24][C:23]=1[CH3:29])=[O:20])([CH3:15])[CH3:14])#[N:12].C(=O)([O-])[O-].[K+].[K+]. (4) Given the product [NH:17]1[CH:18]=[CH:19][C:15]([NH:14][C:2]([NH:3][C:5](=[O:12])[C:6]2[CH:11]=[CH:10][CH:9]=[CH:8][CH:7]=2)=[S:1])=[N:16]1, predict the reactants needed to synthesize it. The reactants are: [S-:1][C:2]#[N:3].[NH4+].[C:5](Cl)(=[O:12])[C:6]1[CH:11]=[CH:10][CH:9]=[CH:8][CH:7]=1.[NH2:14][C:15]1[CH:19]=[CH:18][NH:17][N:16]=1. (5) Given the product [OH:2][C:3]1[CH:4]=[CH:5][C:6]([C:9]([C:11]2[CH:16]=[CH:15][C:14]([CH2:17][CH2:18][C:19]([O:21][CH3:22])=[O:20])=[CH:13][CH:12]=2)=[O:10])=[CH:7][CH:8]=1, predict the reactants needed to synthesize it. The reactants are: C[O:2][C:3]1[CH:8]=[CH:7][C:6]([C:9]([C:11]2[CH:16]=[CH:15][C:14]([CH2:17][CH2:18][C:19]([O:21][CH3:22])=[O:20])=[CH:13][CH:12]=2)=[O:10])=[CH:5][CH:4]=1.[Al+3].[Cl-].[Cl-].[Cl-].O. (6) Given the product [CH2:1]([O:3][C:4]([N:6]1[CH2:7][CH2:8][N:9]([C:12](=[O:28])[C@@H:13]([NH:17][C:18]([O:20][CH2:21][C:22]2[CH:27]=[CH:26][CH:25]=[CH:24][CH:23]=2)=[O:19])[CH2:14][CH:15]([OH:47])[CH2:16][OH:29])[CH2:10][CH2:11]1)=[O:5])[CH3:2], predict the reactants needed to synthesize it. The reactants are: [CH2:1]([O:3][C:4]([N:6]1[CH2:11][CH2:10][N:9]([C:12](=[O:28])[C@@H:13]([NH:17][C:18]([O:20][CH2:21][C:22]2[CH:27]=[CH:26][CH:25]=[CH:24][CH:23]=2)=[O:19])[CH2:14][CH:15]=[CH2:16])[CH2:8][CH2:7]1)=[O:5])[CH3:2].[OH2:29].C[N+]1([O-])CCOCC1.OS([O-])=O.[Na+].CC(C)=O.[OH2:47]. (7) Given the product [CH3:18][N:15]1[CH:16]=[C:11]([C:3]2[CH:4]=[CH:5][CH:6]=[C:7]([N+:8]([O-:10])=[O:9])[C:2]=2[CH3:1])[CH:12]=[CH:13][C:14]1=[O:17], predict the reactants needed to synthesize it. The reactants are: [CH3:1][C:2]1[C:7]([N+:8]([O-:10])=[O:9])=[CH:6][CH:5]=[CH:4][C:3]=1[C:11]1[CH:12]=[CH:13][C:14](=[O:17])[NH:15][CH:16]=1.[C:18](=O)([O-])[O-].[K+].[K+].IC.